Dataset: Forward reaction prediction with 1.9M reactions from USPTO patents (1976-2016). Task: Predict the product of the given reaction. (1) Given the reactants [C:1]([C:4]1[S:5][C:6]([Br:9])=[CH:7][CH:8]=1)(=[O:3])[CH3:2].[CH3:10][Mg]Br.C1(C)C=CC=CC=1.C1COCC1, predict the reaction product. The product is: [Br:9][C:6]1[S:5][C:4]([C:1]([OH:3])([CH3:10])[CH3:2])=[CH:8][CH:7]=1. (2) Given the reactants C([O:5][C:6](=[O:32])[C@H:7]([CH3:31])[NH:8][C:9](=[O:30])[CH2:10][CH2:11][CH2:12][O:13][C:14]1[CH:26]=[CH:25][C:17]2[C:18]([C:21]([F:24])([F:23])[F:22])=[N:19][O:20][C:16]=2[C:15]=1[CH2:27][CH2:28][CH3:29])(C)(C)C.C(O)(C(F)(F)F)=O, predict the reaction product. The product is: [CH2:27]([C:15]1[C:16]2[O:20][N:19]=[C:18]([C:21]([F:24])([F:23])[F:22])[C:17]=2[CH:25]=[CH:26][C:14]=1[O:13][CH2:12][CH2:11][CH2:10][C:9]([NH:8][C@H:7]([C:6]([OH:32])=[O:5])[CH3:31])=[O:30])[CH2:28][CH3:29]. (3) The product is: [C:67]1([O:66][C:61]2[CH:60]=[CH:59][C:58]([C:57]3[C:50]4[C:49]([Cl:48])=[N:54][CH:53]=[N:52][C:51]=4[N:55]([C@H:73]4[CH2:74][CH2:75][C@H:76]([N:79]5[CH2:80][CH2:81][N:82]([CH3:85])[CH2:83][CH2:84]5)[CH2:77][CH2:78]4)[CH:56]=3)=[CH:65][C:62]=2[CH3:63])[CH:72]=[CH:71][CH:70]=[CH:69][CH:68]=1. Given the reactants ClC1C2C(I)=CN([C@H]3CC[C@H](N4CCN(C)CC4)CC3)C=2N=CN=1.C1(OC2C=CC(B3OC(C)(C)C(C)(C)O3)=CC=2C)C=CC=CC=1.[Cl:48][C:49]1[C:50]2[C:57]([C:58]3[CH:59]=[CH:60][C:61]([O:66][C:67]4[CH:72]=[CH:71][CH:70]=[CH:69][CH:68]=4)=[C:62]([CH:65]=3)[C:63]#N)=[CH:56][N:55]([C@H:73]3[CH2:78][CH2:77][C@H:76]([N:79]4[CH2:84][CH2:83][N:82]([CH3:85])[CH2:81][CH2:80]4)[CH2:75][CH2:74]3)[C:51]=2[N:52]=[CH:53][N:54]=1.CO[C@@H]1[C@@H](C(OC)=O)[C@@H]2[C@@H](CN3[C@H](C2)C2NC4C=C(OC)C=CC=4C=2CC3)C[C@H]1OC(C1C=C(OC)C(OC)=C(OC)C=1)=O, predict the reaction product. (4) Given the reactants Br[C:2]1[CH:3]=[CH:4][C:5]([O:10][CH:11]([CH3:13])[CH3:12])=[C:6]([CH:9]=1)[C:7]#[N:8].[CH3:14][C:15]1([CH3:31])[C:19]([CH3:21])([CH3:20])[O:18][B:17]([B:17]2[O:18][C:19]([CH3:21])([CH3:20])[C:15]([CH3:31])([CH3:14])[O:16]2)[O:16]1.C([O-])(=O)C.[K+].C(Cl)Cl, predict the reaction product. The product is: [CH:11]([O:10][C:5]1[CH:4]=[CH:3][C:2]([B:17]2[O:18][C:19]([CH3:21])([CH3:20])[C:15]([CH3:31])([CH3:14])[O:16]2)=[CH:9][C:6]=1[C:7]#[N:8])([CH3:13])[CH3:12]. (5) Given the reactants [OH:1][C:2]1[CH:9]=[CH:8][C:5]([CH2:6][NH2:7])=[CH:4][CH:3]=1.[OH-].[Na+].Cl[C:13]([O:15][CH2:16][C:17]1[CH:22]=[CH:21][CH:20]=[CH:19][CH:18]=1)=[O:14].C(OCC)(=O)C, predict the reaction product. The product is: [CH2:16]([O:15][C:13](=[O:14])[NH:7][CH2:6][C:5]1[CH:8]=[CH:9][C:2]([OH:1])=[CH:3][CH:4]=1)[C:17]1[CH:22]=[CH:21][CH:20]=[CH:19][CH:18]=1. (6) The product is: [CH:1]1([N:7]2[CH2:13][C:12]([F:14])([F:15])[C:11](=[O:16])[N:10]([CH3:17])[C:9]3[CH:18]=[N:19][C:20]([NH:22][C:23]4[CH:31]=[CH:30][C:26]([C:27]([NH:58][CH:59]5[CH2:60][CH2:61][N:62]([CH2:65][C:66]([N:68]([CH3:70])[CH3:69])=[O:67])[CH2:63][CH2:64]5)=[O:28])=[CH:25][C:24]=4[O:32][CH3:33])=[N:21][C:8]2=3)[CH2:2][CH2:3][CH2:5][CH2:6]1. Given the reactants [CH:1]1([N:7]2[CH2:13][C:12]([F:15])([F:14])[C:11](=[O:16])[N:10]([CH3:17])[C:9]3[CH:18]=[N:19][C:20]([NH:22][C:23]4[CH:31]=[CH:30][C:26]([C:27](O)=[O:28])=[CH:25][C:24]=4[O:32][CH3:33])=[N:21][C:8]2=3)[CH2:6][CH2:5]C[CH2:3][CH2:2]1.CN(C(ON1N=NC2C=CC=NC1=2)=[N+](C)C)C.F[P-](F)(F)(F)(F)F.[NH2:58][CH:59]1[CH2:64][CH2:63][N:62]([CH2:65][C:66]([N:68]([CH3:70])[CH3:69])=[O:67])[CH2:61][CH2:60]1, predict the reaction product.